This data is from M1 muscarinic receptor antagonist screen with 61,756 compounds. The task is: Binary Classification. Given a drug SMILES string, predict its activity (active/inactive) in a high-throughput screening assay against a specified biological target. (1) The drug is S(=O)(=O)(c1c(OC(=O)c2occc2)n(nc1C)C(C)(C)C)c1ccc(cc1)C. The result is 0 (inactive). (2) The molecule is o1c2c(nc1c1ccc(NC(=O)CNCCCC)cc1)cc(NC(=O)CNCCCC)cc2. The result is 0 (inactive). (3) The drug is O=C1N(CCCNc2c3c(C(=O)N(C3=O)C)ccc2)C(=O)c2c1cccc2. The result is 0 (inactive). (4) The result is 0 (inactive). The molecule is S(=O)(=O)(CCC(=O)N)c1ccccc1. (5) The compound is O=C(N)C1(N2CCCCC2)CCN(CC1)CC(=O)Nc1cc(cc(c1)C(OC)=O)C(OC)=O. The result is 0 (inactive). (6) The drug is S(=O)(=O)(N1CCN(CC1)CCO)c1cc(c(OC)cc1)c1n2nc(c3c(c2nn1)cccc3)C. The result is 0 (inactive).